This data is from Reaction yield outcomes from USPTO patents with 853,638 reactions. The task is: Predict the reaction yield, written as a fraction of the theoretical maximum amount of product (1.0 means a 100% yield; for example, 0.34 means a 34% yield). (1) The reactants are [NH2:1][C:2]1[C:7]2=[C:8](Br)[CH:9]=[C:10]([CH:11]3[O:16][CH2:15][CH:14]4[CH2:17][N:18]([C:21]([O:23][C:24]([CH3:27])([CH3:26])[CH3:25])=[O:22])[CH2:19][CH2:20][N:13]4[CH2:12]3)[N:6]2[N:5]=[CH:4][N:3]=1.CN(C=O)C.[CH2:34]([N:41]1[CH:49]=[C:48]2[C:43]([CH:44]=[C:45](B3OC(C)(C)C(C)(C)O3)[CH:46]=[CH:47]2)=[N:42]1)[C:35]1[CH:40]=[CH:39][CH:38]=[CH:37][CH:36]=1.C([O-])([O-])=O.[K+].[K+]. The catalyst is O1CCOCC1.C1C=CC([P]([Pd]([P](C2C=CC=CC=2)(C2C=CC=CC=2)C2C=CC=CC=2)([P](C2C=CC=CC=2)(C2C=CC=CC=2)C2C=CC=CC=2)[P](C2C=CC=CC=2)(C2C=CC=CC=2)C2C=CC=CC=2)(C2C=CC=CC=2)C2C=CC=CC=2)=CC=1.O. The product is [NH2:1][C:2]1[C:7]2=[C:8]([C:45]3[CH:46]=[CH:47][C:48]4[C:43]([CH:44]=3)=[N:42][N:41]([CH2:34][C:35]3[CH:40]=[CH:39][CH:38]=[CH:37][CH:36]=3)[CH:49]=4)[CH:9]=[C:10]([CH:11]3[O:16][CH2:15][CH:14]4[CH2:17][N:18]([C:21]([O:23][C:24]([CH3:27])([CH3:26])[CH3:25])=[O:22])[CH2:19][CH2:20][N:13]4[CH2:12]3)[N:6]2[N:5]=[CH:4][N:3]=1. The yield is 0.390. (2) The reactants are Cl.[NH2:2][C@@H:3]([CH2:8][C:9]1[CH:14]=[CH:13][CH:12]=[CH:11][CH:10]=1)[C@@H:4]([OH:7])[CH2:5][Cl:6].[OH-].[Na+].[C:17]([O:21][C:22](O[C:22]([O:21][C:17]([CH3:20])([CH3:19])[CH3:18])=[O:23])=[O:23])([CH3:20])([CH3:19])[CH3:18]. The catalyst is C1(C)C=CC=CC=1. The product is [C:17]([O:21][C:22]([NH:2][C@@H:3]([CH2:8][C:9]1[CH:14]=[CH:13][CH:12]=[CH:11][CH:10]=1)[C@@H:4]([OH:7])[CH2:5][Cl:6])=[O:23])([CH3:20])([CH3:19])[CH3:18]. The yield is 0.680. (3) The reactants are [CH2:1]([O:8][C:9]1[C:14]([F:15])=[CH:13][C:12]([C:16]2[N:20]([C:21]3[CH:26]=[CH:25][C:24]([Cl:27])=[CH:23][C:22]=3[Cl:28])[N:19]=[C:18]([C:29]([OH:31])=O)[C:17]=2[CH3:32])=[CH:11][C:10]=1[F:33])[C:2]1[CH:7]=[CH:6][CH:5]=[CH:4][CH:3]=1.C(Cl)(=O)C(Cl)=O.CCN(CC)CC.[NH2:47][N:48]1[CH2:53][CH2:52][CH2:51][CH2:50][CH2:49]1. The catalyst is ClCCl.CN(C=O)C. The product is [N:48]1([NH:47][C:29]([C:18]2[C:17]([CH3:32])=[C:16]([C:12]3[CH:13]=[C:14]([F:15])[C:9]([O:8][CH2:1][C:2]4[CH:7]=[CH:6][CH:5]=[CH:4][CH:3]=4)=[C:10]([F:33])[CH:11]=3)[N:20]([C:21]3[CH:26]=[CH:25][C:24]([Cl:27])=[CH:23][C:22]=3[Cl:28])[N:19]=2)=[O:31])[CH2:53][CH2:52][CH2:51][CH2:50][CH2:49]1. The yield is 0.300. (4) The reactants are [Br:1][C:2]1[CH:3]=[C:4]2[C:9](=[CH:10][CH:11]=1)[C:8](=[O:12])[N:7]([CH2:13][C:14]1[CH:23]=[CH:22][C:17]([C:18]([NH:20][OH:21])=[NH:19])=[CH:16][CH:15]=1)[C:6]([C:24](=[O:27])[CH2:25][CH3:26])=[C:5]2[C:28]1[CH:33]=[CH:32][CH:31]=[CH:30][CH:29]=1.C1CCN2C(=NCCC2)CC1.C1C[O:48][CH2:47]C1. No catalyst specified. The product is [Br:1][C:2]1[CH:3]=[C:4]2[C:9](=[CH:10][CH:11]=1)[C:8](=[O:12])[N:7]([CH2:13][C:14]1[CH:23]=[CH:22][C:17]([C:18]3[NH:19][C:47](=[O:48])[O:21][N:20]=3)=[CH:16][CH:15]=1)[C:6]([C:24](=[O:27])[CH2:25][CH3:26])=[C:5]2[C:28]1[CH:29]=[CH:30][CH:31]=[CH:32][CH:33]=1. The yield is 0.480. (5) The reactants are [NH2:1][C:2]1[C:3]([O:13][CH3:14])=[CH:4][C:5]([Cl:12])=[C:6]([CH:11]=1)[C:7]([O:9][CH3:10])=[O:8].CCN(CC)CC.[C:22](Cl)(=[O:24])[CH3:23]. The catalyst is C(Cl)Cl. The product is [C:22]([NH:1][C:2]1[C:3]([O:13][CH3:14])=[CH:4][C:5]([Cl:12])=[C:6]([CH:11]=1)[C:7]([O:9][CH3:10])=[O:8])(=[O:24])[CH3:23]. The yield is 0.630. (6) The reactants are Cl.[NH2:2][CH2:3][CH:4]1[CH2:9][CH2:8][N:7]([C:10]2[C:11]3[S:18][C:17]([C:19]([NH2:21])=[O:20])=[CH:16][C:12]=3[N:13]=[CH:14][N:15]=2)[CH2:6][CH2:5]1.[C:22](=[O:25])([O-])[O-].[Na+].[Na+].[Cl-]. The catalyst is CCOC(C)=O.O. The product is [C:22]([NH:2][CH2:3][CH:4]1[CH2:9][CH2:8][N:7]([C:10]2[C:11]3[S:18][C:17]([C:19]([NH2:21])=[O:20])=[CH:16][C:12]=3[N:13]=[CH:14][N:15]=2)[CH2:6][CH2:5]1)(=[O:25])[C:4]([CH3:9])([CH3:5])[CH3:3]. The yield is 0.810. (7) The reactants are [CH3:1][O:2][C:3]1[CH:4]=[C:5]([CH2:11][CH2:12][NH2:13])[CH:6]=[CH:7][C:8]=1[O:9][CH3:10].[C:14](OC)(=[O:17])[CH:15]=[CH2:16].CCN(CC)CC.O([C:35]([O:37][C:38]([CH3:41])([CH3:40])[CH3:39])=[O:36])[C:35]([O:37][C:38]([CH3:41])([CH3:40])[CH3:39])=[O:36].[H-].[H-].[H-].[H-].[Li+].[Al+3].[OH-].[Na+]. The catalyst is CO.C1COCC1.CCOCC.O. The product is [OH:17][CH2:14][CH2:15][CH2:16][N:13]([CH2:12][CH2:11][C:5]1[CH:6]=[CH:7][C:8]([O:9][CH3:10])=[C:3]([O:2][CH3:1])[CH:4]=1)[C:35](=[O:36])[O:37][C:38]([CH3:39])([CH3:40])[CH3:41]. The yield is 0.790. (8) The reactants are [Cl:1][C:2]1[CH:7]=[CH:6][CH:5]=[CH:4][C:3]=1[CH2:8][N:9]1[C:13]([CH2:14]O)=[CH:12][N:11]=[C:10]1[S:16][CH2:17][CH2:18][CH3:19].S(Cl)([Cl:22])=O. No catalyst specified. The product is [ClH:1].[Cl:1][C:2]1[CH:7]=[CH:6][CH:5]=[CH:4][C:3]=1[CH2:8][N:9]1[C:13]([CH2:14][Cl:22])=[CH:12][N:11]=[C:10]1[S:16][CH2:17][CH2:18][CH3:19]. The yield is 0.940. (9) The reactants are Br[C:2]1[C:3]2[C:4]3[N:14]=[CH:13][CH:12]=[N:11][C:5]=3[NH:6][C:7]=2[CH:8]=[CH:9][CH:10]=1.[CH2:15]([S:17]([C:20]1[CH:21]=[C:22](B(O)O)[CH:23]=[CH:24][CH:25]=1)(=[O:19])=[O:18])[CH3:16].C(=O)([O-])[O-].[K+].[K+].O. The catalyst is O1CCOCC1.C1C=CC([P]([Pd]([P](C2C=CC=CC=2)(C2C=CC=CC=2)C2C=CC=CC=2)([P](C2C=CC=CC=2)(C2C=CC=CC=2)C2C=CC=CC=2)[P](C2C=CC=CC=2)(C2C=CC=CC=2)C2C=CC=CC=2)(C2C=CC=CC=2)C2C=CC=CC=2)=CC=1. The product is [CH2:15]([S:17]([C:20]1[CH:25]=[C:24]([C:2]2[C:3]3[C:4]4[N:14]=[CH:13][CH:12]=[N:11][C:5]=4[NH:6][C:7]=3[CH:8]=[CH:9][CH:10]=2)[CH:23]=[CH:22][CH:21]=1)(=[O:18])=[O:19])[CH3:16]. The yield is 0.680. (10) The catalyst is COCCOC.O.C1C=CC([P]([Pd]([P](C2C=CC=CC=2)(C2C=CC=CC=2)C2C=CC=CC=2)([P](C2C=CC=CC=2)(C2C=CC=CC=2)C2C=CC=CC=2)[P](C2C=CC=CC=2)(C2C=CC=CC=2)C2C=CC=CC=2)(C2C=CC=CC=2)C2C=CC=CC=2)=CC=1. The reactants are [C:1]([C:3]1[CH:8]=[CH:7][C:6](Br)=[CH:5][C:4]=1[F:10])#[N:2].[NH:11]1[C:19]2[C:14](=[CH:15][CH:16]=[CH:17][CH:18]=2)[C:13]2([CH2:24][CH:23](B(O)O)[CH2:22][CH2:21][CH2:20]2)[C:12]1=[O:28].C([O-])(=O)C.[Na+].[OH-].[Na+]. The yield is 0.370. The product is [C:1]([C:3]1[CH:8]=[CH:7][C:6]([C:16]2[CH:15]=[C:14]3[C:19](=[CH:18][CH:17]=2)[NH:11][C:12](=[O:28])[C:13]23[CH2:24][CH2:23][CH2:22][CH2:21][CH2:20]2)=[CH:5][C:4]=1[F:10])#[N:2].